This data is from NCI-60 drug combinations with 297,098 pairs across 59 cell lines. The task is: Regression. Given two drug SMILES strings and cell line genomic features, predict the synergy score measuring deviation from expected non-interaction effect. (1) Drug 1: C1CCC(CC1)NC(=O)N(CCCl)N=O. Drug 2: C1CC(C1)(C(=O)O)C(=O)O.[NH2-].[NH2-].[Pt+2]. Cell line: SNB-75. Synergy scores: CSS=21.9, Synergy_ZIP=-9.58, Synergy_Bliss=-7.72, Synergy_Loewe=-7.47, Synergy_HSA=-5.71. (2) Cell line: 786-0. Drug 1: CC1=C(C=C(C=C1)NC2=NC=CC(=N2)N(C)C3=CC4=NN(C(=C4C=C3)C)C)S(=O)(=O)N.Cl. Drug 2: N.N.Cl[Pt+2]Cl. Synergy scores: CSS=1.99, Synergy_ZIP=-0.188, Synergy_Bliss=3.07, Synergy_Loewe=2.27, Synergy_HSA=2.71. (3) Drug 2: C1=NC(=NC(=O)N1C2C(C(C(O2)CO)O)O)N. Synergy scores: CSS=81.0, Synergy_ZIP=2.93, Synergy_Bliss=2.85, Synergy_Loewe=-1.45, Synergy_HSA=6.43. Drug 1: CCCCC(=O)OCC(=O)C1(CC(C2=C(C1)C(=C3C(=C2O)C(=O)C4=C(C3=O)C=CC=C4OC)O)OC5CC(C(C(O5)C)O)NC(=O)C(F)(F)F)O. Cell line: NCI-H460. (4) Drug 1: CC12CCC3C(C1CCC2O)C(CC4=C3C=CC(=C4)O)CCCCCCCCCS(=O)CCCC(C(F)(F)F)(F)F. Drug 2: CNC(=O)C1=NC=CC(=C1)OC2=CC=C(C=C2)NC(=O)NC3=CC(=C(C=C3)Cl)C(F)(F)F. Cell line: NCI-H522. Synergy scores: CSS=4.69, Synergy_ZIP=2.09, Synergy_Bliss=6.87, Synergy_Loewe=3.55, Synergy_HSA=3.18. (5) Synergy scores: CSS=-6.00, Synergy_ZIP=3.08, Synergy_Bliss=0.563, Synergy_Loewe=-0.773, Synergy_HSA=-4.22. Drug 1: CC1=C(C=C(C=C1)NC2=NC=CC(=N2)N(C)C3=CC4=NN(C(=C4C=C3)C)C)S(=O)(=O)N.Cl. Cell line: M14. Drug 2: C(=O)(N)NO. (6) Drug 1: CC1CCC2CC(C(=CC=CC=CC(CC(C(=O)C(C(C(=CC(C(=O)CC(OC(=O)C3CCCCN3C(=O)C(=O)C1(O2)O)C(C)CC4CCC(C(C4)OC)O)C)C)O)OC)C)C)C)OC. Drug 2: C1=CN(C=N1)CC(O)(P(=O)(O)O)P(=O)(O)O. Cell line: T-47D. Synergy scores: CSS=4.16, Synergy_ZIP=2.51, Synergy_Bliss=6.58, Synergy_Loewe=6.11, Synergy_HSA=6.60. (7) Drug 1: C1=CC(=CC=C1CCC2=CNC3=C2C(=O)NC(=N3)N)C(=O)NC(CCC(=O)O)C(=O)O. Drug 2: CC(C)NC(=O)C1=CC=C(C=C1)CNNC.Cl. Cell line: NCIH23. Synergy scores: CSS=3.53, Synergy_ZIP=-0.828, Synergy_Bliss=-0.483, Synergy_Loewe=-2.19, Synergy_HSA=-0.923. (8) Drug 1: CS(=O)(=O)C1=CC(=C(C=C1)C(=O)NC2=CC(=C(C=C2)Cl)C3=CC=CC=N3)Cl. Drug 2: CN(CC1=CN=C2C(=N1)C(=NC(=N2)N)N)C3=CC=C(C=C3)C(=O)NC(CCC(=O)O)C(=O)O. Cell line: CCRF-CEM. Synergy scores: CSS=31.2, Synergy_ZIP=-4.41, Synergy_Bliss=-9.29, Synergy_Loewe=-27.0, Synergy_HSA=-9.62.